This data is from Full USPTO retrosynthesis dataset with 1.9M reactions from patents (1976-2016). The task is: Predict the reactants needed to synthesize the given product. (1) Given the product [CH3:1][C:2]1([CH2:8][NH2:9])[CH2:7][CH2:6][O:5][CH2:4][CH2:3]1, predict the reactants needed to synthesize it. The reactants are: [CH3:1][C:2]1([C:8]#[N:9])[CH2:7][CH2:6][O:5][CH2:4][CH2:3]1.[H-].[H-].[H-].[H-].[Li+].[Al+3].C1COCC1.O.[OH-].[Na+]. (2) Given the product [C:13]([CH:12]([C:11]1[CH:15]=[CH:16][C:8]([OH:7])=[CH:9][CH:10]=1)[C:17]1([OH:23])[CH2:22][CH2:21][CH2:20][CH2:19][CH2:18]1)#[N:14], predict the reactants needed to synthesize it. The reactants are: CC([O-])(C)C.[K+].[OH:7][C:8]1[CH:16]=[CH:15][C:11]([CH2:12][C:13]#[N:14])=[CH:10][CH:9]=1.[C:17]1(=[O:23])[CH2:22][CH2:21][CH2:20][CH2:19][CH2:18]1.Cl.